This data is from Catalyst prediction with 721,799 reactions and 888 catalyst types from USPTO. The task is: Predict which catalyst facilitates the given reaction. The catalyst class is: 1. Product: [Cl:35][C:32]1[CH:33]=[CH:34][C:29]([CH2:28][N:9]2[CH:10]=[CH:11][C:7]([NH:6][C:4](=[O:5])[C:3]3[C:12]([F:16])=[CH:13][CH:14]=[CH:15][C:2]=3[F:1])=[N:8]2)=[C:30]([C:36]([F:37])([F:38])[F:39])[CH:31]=1. Reactant: [F:1][C:2]1[CH:15]=[CH:14][CH:13]=[C:12]([F:16])[C:3]=1[C:4]([NH:6][C:7]1[CH:11]=[CH:10][NH:9][N:8]=1)=[O:5].C[Si]([N-][Si](C)(C)C)(C)C.[Li+].Br[CH2:28][C:29]1[CH:34]=[CH:33][C:32]([Cl:35])=[CH:31][C:30]=1[C:36]([F:39])([F:38])[F:37].